This data is from Reaction yield outcomes from USPTO patents with 853,638 reactions. The task is: Predict the reaction yield, written as a fraction of the theoretical maximum amount of product (1.0 means a 100% yield; for example, 0.34 means a 34% yield). (1) The reactants are [ClH:1].[S:2]1[CH:6]=[CH:5][C:4]2[C:7]([N:11]3[CH2:16][CH2:15][N:14]([CH2:17][CH2:18][CH2:19][O:20][C:21]4[C:26]([CH3:27])=[CH:25][C:24](Br)=[CH:23][C:22]=4[O:29][CH3:30])[CH2:13][CH2:12]3)=[CH:8][CH:9]=[CH:10][C:3]1=2.[C:31]([N:34]1[CH2:39][CH2:38][NH:37][CH2:36][CH2:35]1)(=[O:33])[CH3:32].C1(P(C2C=CC=CC=2)C2C=CC3C(=CC=CC=3)C=2C2C3C(=CC=CC=3)C=CC=2P(C2C=CC=CC=2)C2C=CC=CC=2)C=CC=CC=1.CC(C)([O-])C.[Na+]. The catalyst is C([O-])(=O)C.[Pd+2].C([O-])(=O)C.C1(C)C=CC=CC=1. The product is [ClH:1].[C:31]([N:34]1[CH2:39][CH2:38][N:37]([C:24]2[CH:25]=[C:26]([CH3:27])[C:21]([O:20][CH2:19][CH2:18][CH2:17][N:14]3[CH2:15][CH2:16][N:11]([C:7]4[C:4]5[CH:5]=[CH:6][S:2][C:3]=5[CH:10]=[CH:9][CH:8]=4)[CH2:12][CH2:13]3)=[C:22]([O:29][CH3:30])[CH:23]=2)[CH2:36][CH2:35]1)(=[O:33])[CH3:32]. The yield is 0.140. (2) The reactants are [OH:1][CH:2]1[CH:11]([OH:12])[CH:10]2[CH:5]([CH2:6][CH2:7][CH2:8][CH2:9]2)[CH2:4][CH2:3]1.[C:13](Cl)(=[O:16])[CH:14]=[CH2:15].C(N(CC)CC)C. The catalyst is O1CCOCC1. The product is [OH:1][CH:2]1[CH:11]([O:12][C:13](=[O:16])[CH:14]=[CH2:15])[CH:10]2[CH:5]([CH2:6][CH2:7][CH2:8][CH2:9]2)[CH2:4][CH2:3]1. The yield is 0.900. (3) The yield is 0.866. The product is [I-:10].[CH3:9][N+:2]1([CH3:1])[CH:7]2[CH2:6][CH2:5][CH:4]1[CH2:3][C:14](=[O:13])[CH2:15]2. The reactants are [CH3:1][N:2]1[CH2:7][CH2:6][CH2:5][CH2:4][C:3]1=O.[CH3:9][I:10].CC[O:13][CH2:14][CH3:15]. No catalyst specified. (4) The reactants are [SH:1][C:2]1[N:10]=[CH:9][CH:8]=[CH:7][C:3]=1[C:4]([OH:6])=[O:5].Br.Br[CH2:13][C:14]1[CH:19]=[CH:18][N:17]=[CH:16][CH:15]=1.C(N(CC)CC)C.O. The catalyst is CN(C)C=O. The product is [N:17]1[CH:18]=[CH:19][C:14]([CH2:13][S:1][C:2]2[C:3]([C:4]([OH:6])=[O:5])=[CH:7][CH:8]=[CH:9][N:10]=2)=[CH:15][CH:16]=1. The yield is 0.610.